Dataset: Retrosynthesis with 50K atom-mapped reactions and 10 reaction types from USPTO. Task: Predict the reactants needed to synthesize the given product. (1) Given the product O=S(=O)(c1ccccc1)n1ccc2c(-c3cnccn3)cccc21, predict the reactants needed to synthesize it. The reactants are: O=S(=O)(Cl)c1ccccc1.c1cc(-c2cnccn2)c2cc[nH]c2c1. (2) Given the product CC(=O)N1CCC(Nc2ccccc2Oc2ccc(Cl)cc2Cl)CC1, predict the reactants needed to synthesize it. The reactants are: CC(=O)Cl.Clc1ccc(Oc2ccccc2NC2CCNCC2)c(Cl)c1. (3) Given the product O=C(Nc1ncc[nH]1)c1cnc2c(C(F)(F)F)cccc2c1O, predict the reactants needed to synthesize it. The reactants are: Nc1ncc[nH]1.O=C(O)c1cnc2c(C(F)(F)F)cccc2c1O. (4) Given the product COc1cc2c(=O)n(COC(=O)C(C)(C)C)cnc2cc1OCCCCl, predict the reactants needed to synthesize it. The reactants are: COc1cc2c(=O)n(COC(=O)C(C)(C)C)cnc2cc1O.ClCCCBr. (5) Given the product CNCCN(C)Cc1cn(C)nc1-c1ccc(OC(C)C)cc1, predict the reactants needed to synthesize it. The reactants are: CC(C)Oc1ccc(-c2nn(C)cc2CN(C)CCN(C)Cc2ccccc2)cc1. (6) Given the product Cc1c(SCCCCl)ccnc1CNc1cnc2ccccc2c1, predict the reactants needed to synthesize it. The reactants are: Cc1c(SCCCCl)ccnc1CCl.Nc1cnc2ccccc2c1. (7) Given the product CO[C@H]1C[C@@H](S(=O)(=O)c2ccc(Oc3ccc(F)cc3)cc2Cl)C[C@@H]1C(=O)NC1(C#N)CC1, predict the reactants needed to synthesize it. The reactants are: CO[C@H]1C[C@@H](S(=O)(=O)c2ccc(F)cc2Cl)C[C@@H]1C(=O)NC1(C#N)CC1.Oc1ccc(F)cc1. (8) Given the product O=[N+]([O-])c1cccnc1Nc1ccc2[nH]cc(C[C@H]3CCCN3)c2c1, predict the reactants needed to synthesize it. The reactants are: Nc1ccc2[nH]cc(C[C@H]3CCCN3)c2c1.O=[N+]([O-])c1cccnc1Cl.